The task is: Predict which catalyst facilitates the given reaction.. This data is from Catalyst prediction with 721,799 reactions and 888 catalyst types from USPTO. (1) Reactant: [CH3:1][O:2][C:3]1[CH:4]=[C:5]([C@@H:12]([O:24][CH2:25][O:26][CH3:27])[C@H:13]([OH:23])[CH2:14][CH2:15][CH2:16][C:17]2[CH:22]=[CH:21][CH:20]=[CH:19][CH:18]=2)[CH:6]=[C:7]([O:10][CH3:11])[C:8]=1[CH3:9].[CH3:28][O:29][C:30](=[O:46])[C:31]1[CH:36]=[CH:35][C:34]([CH3:37])=[CH:33][C:32]=1[O:38][C:39]1[CH:44]=[CH:43][C:42](O)=[CH:41][CH:40]=1.C1(P(C2C=CC=CC=2)C2C=CC=CC=2)C=CC=CC=1.N(C(OCC)=O)=NC(OCC)=O. Product: [CH3:28][O:29][C:30](=[O:46])[C:31]1[CH:36]=[CH:35][C:34]([CH3:37])=[CH:33][C:32]=1[O:38][C:39]1[CH:40]=[CH:41][C:42]([O:23][C@H:13]([C@@H:12]([C:5]2[CH:6]=[C:7]([O:10][CH3:11])[C:8]([CH3:9])=[C:3]([O:2][CH3:1])[CH:4]=2)[O:24][CH2:25][O:26][CH3:27])[CH2:14][CH2:15][CH2:16][C:17]2[CH:22]=[CH:21][CH:20]=[CH:19][CH:18]=2)=[CH:43][CH:44]=1. The catalyst class is: 7. (2) Reactant: Cl.[F:2][C:3]1[CH:16]=[CH:15][C:6]([C:7]([CH:9]2[CH2:14][CH2:13][NH:12][CH2:11][CH2:10]2)=[O:8])=[CH:5][CH:4]=1.Cl.Cl[C:19]1[CH:24]=[CH:23][N:22]=[CH:21][CH:20]=1.C(N(CC)CC)C. Product: [F:2][C:3]1[CH:4]=[CH:5][C:6]([C:7]([CH:9]2[CH2:14][CH2:13][N:12]([C:19]3[CH:24]=[CH:23][N:22]=[CH:21][CH:20]=3)[CH2:11][CH2:10]2)=[O:8])=[CH:15][CH:16]=1. The catalyst class is: 113. (3) Product: [NH2:32][CH2:31][CH2:30][C:29]([NH:28][CH2:27][CH2:26][CH2:25][N:24]([S:41]([CH3:44])(=[O:42])=[O:43])[C:12]1[C:13]([CH:21]2[CH2:22][CH2:23]2)=[CH:14][C:15]2[C:10]([CH:11]=1)=[N:9][N:8]([C:5]1[CH:6]=[CH:7][C:2]([Br:1])=[CH:3][CH:4]=1)[C:16]=2[C:17]([NH:18][CH3:19])=[O:20])=[O:40]. The catalyst class is: 2. Reactant: [Br:1][C:2]1[CH:7]=[CH:6][C:5]([N:8]2[C:16]([C:17](=[O:20])[NH:18][CH3:19])=[C:15]3[C:10]([CH:11]=[C:12]([N:24]([S:41]([CH3:44])(=[O:43])=[O:42])[CH2:25][CH2:26][CH2:27][NH:28][C:29](=[O:40])[CH2:30][CH2:31][NH:32]C(=O)OC(C)(C)C)[C:13]([CH:21]4[CH2:23][CH2:22]4)=[CH:14]3)=[N:9]2)=[CH:4][CH:3]=1.FC(F)(F)C(O)=O.C(=O)([O-])[O-].[K+].[K+].O. (4) Reactant: [Cl:1][C:2]1[CH:7]=[CH:6][N:5]=[C:4]([CH2:8]Br)[C:3]=1[O:10][CH3:11].[C-:12]#[N:13].[Na+].O. Product: [Cl:1][C:2]1[CH:7]=[CH:6][N:5]=[C:4]([CH2:8][C:12]#[N:13])[C:3]=1[O:10][CH3:11]. The catalyst class is: 8. (5) Reactant: [CH2:1]([O:3][C:4](=[O:12])[C:5]1[CH:10]=[CH:9][CH:8]=[N:7][C:6]=1Cl)[CH3:2].[F:13][C:14]([F:18])([F:17])[CH2:15][NH2:16]. Product: [CH2:1]([O:3][C:4](=[O:12])[C:5]1[CH:10]=[CH:9][CH:8]=[N:7][C:6]=1[NH:16][CH2:15][C:14]([F:18])([F:17])[F:13])[CH3:2]. The catalyst class is: 2. (6) Reactant: C([S:8]([C:11]1[N:16]=[C:15]([N:17]([CH2:22][O:23][CH2:24][CH2:25][Si:26]([CH3:29])([CH3:28])[CH3:27])[S:18]([CH3:21])(=[O:20])=[O:19])[CH:14]=[C:13]([NH:30][C@H:31]([CH3:34])[CH2:32][OH:33])[N:12]=1)(=O)=O)C1C=CC=CC=1.O.[SH-].[Na+:37].[SH-].[Na+]. Product: [OH:33][CH2:32][C@H:31]([NH:30][C:13]1[CH:14]=[C:15]([N:17]([S:18]([CH3:21])(=[O:19])=[O:20])[CH2:22][O:23][CH2:24][CH2:25][Si:26]([CH3:28])([CH3:27])[CH3:29])[N:16]=[C:11]([S-:8])[N:12]=1)[CH3:34].[Na+:37]. The catalyst class is: 16. (7) Reactant: P(Br)(Br)([Br:3])=O.[N:6]1[C:7]2[N:8]([C:13]3[CH:19]=[CH:18][CH:17]=[CH:16][C:14]=3[N:15]=2)[CH:9]=[CH:10][C:11]=1O. Product: [Br:3][C:11]1[CH:10]=[CH:9][N:8]2[C:13]3[CH:19]=[CH:18][CH:17]=[CH:16][C:14]=3[N:15]=[C:7]2[N:6]=1. The catalyst class is: 825. (8) Reactant: [OH:1][C:2]1[CH:3]=[C:4]([CH:7]=[CH:8][C:9]=1[OH:10])[CH:5]=[O:6].C(=O)([O-])[O-].[K+].[K+].I[CH2:18][CH3:19]. The catalyst class is: 9. Product: [CH2:18]([O:10][C:9]1[CH:8]=[CH:7][C:4]([CH:5]=[O:6])=[CH:3][C:2]=1[OH:1])[CH3:19].